Dataset: Full USPTO retrosynthesis dataset with 1.9M reactions from patents (1976-2016). Task: Predict the reactants needed to synthesize the given product. (1) Given the product [NH2:30][CH:31]([C:35]1[CH:40]=[CH:39][CH:38]=[CH:37][C:36]=1[O:41][CH3:42])[C:32]([N:11]([CH2:10][CH2:9][C:6]1[CH:7]=[CH:8][C:3]([C:2]([F:21])([F:22])[F:1])=[CH:4][CH:5]=1)[C:12]1[C:17]([CH3:18])=[CH:16][C:15]([CH3:19])=[CH:14][C:13]=1[CH3:20])=[O:33], predict the reactants needed to synthesize it. The reactants are: [F:1][C:2]([F:22])([F:21])[C:3]1[CH:8]=[CH:7][C:6]([CH2:9][CH2:10][NH:11][C:12]2[C:17]([CH3:18])=[CH:16][C:15]([CH3:19])=[CH:14][C:13]=2[CH3:20])=[CH:5][CH:4]=1.C(OC([NH:30][CH:31]([C:35]1[CH:40]=[CH:39][CH:38]=[CH:37][C:36]=1[O:41][CH3:42])[C:32](O)=[O:33])=O)(C)(C)C. (2) Given the product [C:1]([O:5][C:6]([C:8]1[CH:9]=[C:10]([CH2:14][CH2:15][CH:16]([OH:24])[C:17]([O:19][CH3:20])=[O:18])[CH:11]=[CH:12][CH:13]=1)=[O:7])([CH3:4])([CH3:3])[CH3:2], predict the reactants needed to synthesize it. The reactants are: [C:1]([O:5][C:6]([C:8]1[CH:9]=[C:10]([CH2:14][CH2:15][CH2:16][C:17]([O:19][CH3:20])=[O:18])[CH:11]=[CH:12][CH:13]=1)=[O:7])([CH3:4])([CH3:3])[CH3:2].C1C[O:24]CC1. (3) Given the product [Fe:31]([Cl:33])[Cl:32].[CH2:1]([C:5]1[CH:10]=[CH:9][CH:8]=[CH:7][C:6]=1[N:11]=[C:12]([C:14]1[N:19]=[C:18]([C:20](=[N:22][C:23]2[C:24]([CH3:30])=[CH:25][CH:26]=[CH:27][C:28]=2[CH3:29])[CH3:21])[CH:17]=[CH:16][CH:15]=1)[CH3:13])[CH2:2][CH2:3][CH3:4], predict the reactants needed to synthesize it. The reactants are: [CH2:1]([C:5]1[CH:10]=[CH:9][CH:8]=[CH:7][C:6]=1[N:11]=[C:12]([C:14]1[N:19]=[C:18]([C:20](=[N:22][C:23]2[C:28]([CH3:29])=[CH:27][CH:26]=[CH:25][C:24]=2[CH3:30])[CH3:21])[CH:17]=[CH:16][CH:15]=1)[CH3:13])[CH2:2][CH2:3][CH3:4].[Fe:31]([Cl:33])[Cl:32]. (4) Given the product [N+:15]([C:11]1[CH2:12][O:13][C:7]2[CH:6]=[CH:5][C:4]3[CH2:3][NH:2][C:1](=[O:14])[C:9]=3[C:8]=2[CH:10]=1)([O-:17])=[O:16], predict the reactants needed to synthesize it. The reactants are: [C:1]1(=[O:14])[C:9]2[C:8]3[CH:10]=[CH:11][CH2:12][O:13][C:7]=3[CH:6]=[CH:5][C:4]=2[CH2:3][NH:2]1.[N:15]([O-:17])=[O:16].[Na+].II. (5) Given the product [CH:19]1([CH2:22][N:23]([C:24]2[C:25]([S:43][CH3:44])=[N:26][N:27]3[C:32]([C:33]4[C:38]([CH3:39])=[CH:37][C:36]([CH3:40])=[CH:35][C:34]=4[O:41][CH3:42])=[CH:31][CH:30]=[CH:29][C:28]=23)[C:12](=[O:14])[C:11]2[CH:15]=[CH:16][CH:17]=[N:18][CH:10]=2)[CH2:20][CH2:21]1, predict the reactants needed to synthesize it. The reactants are: C(N(CC)CC)C.Cl.Cl[C:10]1[N:18]=[CH:17][CH:16]=[CH:15][C:11]=1[C:12]([OH:14])=O.[CH:19]1([CH2:22][NH:23][C:24]2[C:25]([S:43][CH3:44])=[N:26][N:27]3[C:32]([C:33]4[C:38]([CH3:39])=[CH:37][C:36]([CH3:40])=[CH:35][C:34]=4[O:41][CH3:42])=[CH:31][CH:30]=[CH:29][C:28]=23)[CH2:21][CH2:20]1.C(=O)([O-])O.[Na+]. (6) Given the product [C:92]([O:96][C:97](=[O:106])[N:98]([CH3:99])[CH:19]1[CH2:18][CH2:17][N:16]([C:13]2[CH:12]=[CH:11][C:10]([C:8](=[O:9])[NH:7][C:5]3[S:6][C:2]([CH3:1])=[C:3]([C:32]4[CH:37]=[CH:36][CH:35]=[CH:34][CH:33]=4)[N:4]=3)=[CH:15][N:14]=2)[CH2:21][CH2:20]1)([CH3:95])([CH3:94])[CH3:93], predict the reactants needed to synthesize it. The reactants are: [CH3:1][C:2]1[S:6][C:5]([NH:7][C:8]([C:10]2[CH:11]=[CH:12][C:13]([N:16]3[CH2:21][CH2:20][CH:19](C4C=CC=C(C(F)(F)F)C=4)[CH2:18][CH2:17]3)=[N:14][CH:15]=2)=[O:9])=[N:4][C:3]=1[C:32]1[CH:37]=[CH:36][CH:35]=[CH:34][CH:33]=1.CN(C1CCN(C2C=CC(C(=O)NC3SC(C)=C(C4C=CC=CC=4)N=3)=CN=2)CC1)C(=O)O.ClC1C=CC(C(NC2SC(C)=C(C3C=CC=CC=3)N=2)=O)=CN=1.[C:92]([O:96][C:97](=[O:106])[N:98](C)[CH:99]1CCNCC1)([CH3:95])([CH3:94])[CH3:93]. (7) Given the product [Cl:8][C:6]1[C:5]([O:9][CH3:10])=[N:4][C:3]([O:11][CH3:12])=[C:2]([Cl:1])[C:7]=1[C:21](=[O:27])[C:22]([O:24][CH2:25][CH3:26])=[O:23], predict the reactants needed to synthesize it. The reactants are: [Cl:1][C:2]1[C:3]([O:11][CH3:12])=[N:4][C:5]([O:9][CH3:10])=[C:6]([Cl:8])[CH:7]=1.[Li+].CC([N-]C(C)C)C.[C:21](OCC)(=[O:27])[C:22]([O:24][CH2:25][CH3:26])=[O:23].[Cl-].[NH4+].